Dataset: Forward reaction prediction with 1.9M reactions from USPTO patents (1976-2016). Task: Predict the product of the given reaction. (1) Given the reactants [CH2:1]([N:3]([CH2:20][CH3:21])[CH2:4][CH2:5][NH:6]C(C1C=CC2C(=CC=C(I)C=2)C=1)=O)[CH3:2].[I:22][C:23]1[CH:36]=[CH:35][C:34]2[C:25](=[C:26]([C:37]([O:39]C)=O)[C:27]3[C:32]([N:33]=2)=[CH:31][CH:30]=[CH:29][CH:28]=3)[CH:24]=1.[K+].[Br-].Cl.C(N(CC)CCNC(C1C=CC2C(=CC=C(I)C=2)C=1)=O)C.IC1C=CC=C2C=1N=C1C(=C2)C=CC=C1C(OC)=O.C(N(CC)CCNC(C1NC2C(C=1)=CC(I)=CC=2)=O)C, predict the reaction product. The product is: [CH2:1]([N:3]([CH2:20][CH3:21])[CH2:4][CH2:5][NH:6][C:37]([C:26]1[C:27]2[C:32]([N:33]=[C:34]3[C:25]=1[CH:24]=[C:23]([I:22])[CH:36]=[CH:35]3)=[CH:31][CH:30]=[CH:29][CH:28]=2)=[O:39])[CH3:2]. (2) Given the reactants [F:1][C:2]([F:20])([F:19])[C:3]1[CH:4]=[C:5]([C:9]2[CH:10]=[CH:11][C:12]3[O:13][CH2:14][CH2:15][NH:16][C:17]=3[N:18]=2)[CH:6]=[CH:7][CH:8]=1.Cl[C:22](Cl)([O:24][C:25](=[O:31])OC(Cl)(Cl)Cl)Cl.O[C:34]1[CH:35]=[N:36][CH:37]=[CH:38]C=1, predict the reaction product. The product is: [F:20][C:2]([F:19])([F:1])[C:3]1[CH:4]=[C:5]([C:9]2[CH:10]=[CH:11][C:12]3[O:13][CH2:14][CH2:15][N:16]([C:25]([O:24][C:22]4[CH:38]=[CH:37][N:36]=[CH:35][CH:34]=4)=[O:31])[C:17]=3[N:18]=2)[CH:6]=[CH:7][CH:8]=1. (3) The product is: [F:1][C:2]([F:9])([F:8])[C:3]1[CH:4]=[N:5][N:6]([CH2:11][C:12]([O:14][C:15]([CH3:18])([CH3:17])[CH3:16])=[O:13])[CH:7]=1. Given the reactants [F:1][C:2]([F:9])([F:8])[C:3]1[CH:4]=[N:5][NH:6][CH:7]=1.Br[CH2:11][C:12]([O:14][C:15]([CH3:18])([CH3:17])[CH3:16])=[O:13], predict the reaction product. (4) Given the reactants [O:1]1[CH:5]=[CH:4][C:3]([CH:6]=O)=[CH:2]1.[NH:8]1C=C[C:10](C=O)=[CH:9]1.C1CCN2C(=NCCC2)CC1, predict the reaction product. The product is: [O:1]1[CH:5]=[CH:4][C:3]([CH:6]=[CH:10][C:9]#[N:8])=[CH:2]1. (5) Given the reactants [OH:1][C:2]1[S:6][CH:5]=[C:4]([CH:7]=O)[CH:3]=1.[C:9]1(P(C2C=CC=CC=2)C2C=CC=CC=2)[CH:14]=CC=C[CH:10]=1.C([Li])CCC, predict the reaction product. The product is: [CH:7](/[C:4]1[CH:3]=[C:2]([OH:1])[S:6][CH:5]=1)=[CH:14]\[CH:9]=[CH2:10].